Dataset: Reaction yield outcomes from USPTO patents with 853,638 reactions. Task: Predict the reaction yield, written as a fraction of the theoretical maximum amount of product (1.0 means a 100% yield; for example, 0.34 means a 34% yield). (1) The reactants are [Cl:1][C:2]1[C:3]2[NH:10][CH:9]=[CH:8][C:4]=2[N:5]=[CH:6][N:7]=1.[CH2:11](Br)[CH:12]=[CH2:13].[H-].[Na+]. The product is [CH2:13]([N:10]1[C:3]2[C:2]([Cl:1])=[N:7][CH:6]=[N:5][C:4]=2[CH:8]=[CH:9]1)[CH:12]=[CH2:11]. The yield is 0.880. The catalyst is CN(C=O)C. (2) The reactants are Br[C:2]1[CH:7]=[CH:6][C:5]([C:8]2[CH:13]=[CH:12][CH:11]=[CH:10][CH:9]=2)=[CH:4][CH:3]=1.[Li]CCCC.C1([C:25](=[O:34])[CH2:26][C:27]2[CH:28]=[C:29](C)[CH:30]=[CH:31][CH:32]=2)C=CC=CC=1. The catalyst is C1COCC1. The product is [C:5]1([C:8]2[CH:13]=[CH:12][CH:11]=[CH:10][CH:9]=2)[CH:6]=[CH:7][C:2]([C:25](=[O:34])[CH2:26][C:27]2[CH:28]=[CH:29][CH:30]=[CH:31][CH:32]=2)=[CH:3][CH:4]=1. The yield is 0.240. (3) The reactants are Cl[C:2]1[CH:3]=[C:4]([N:9]2[C:13]3[C:14](=[O:31])[N:15]([C:18]4[CH:23]=[CH:22][C:21]([N:24]5[CH2:29][CH2:28][CH2:27][CH2:26][C:25]5=[O:30])=[CH:20][CH:19]=4)[CH2:16][CH2:17][C:12]=3[C:11]([C:32]([F:35])([F:34])[F:33])=[N:10]2)[CH:5]=[CH:6][C:7]=1[F:8].C[C:37]([N:39](C)C)=O. The catalyst is [C-]#N.[C-]#N.[Zn+2].C1C=CC(/C=C/C(/C=C/C2C=CC=CC=2)=O)=CC=1.C1C=CC(/C=C/C(/C=C/C2C=CC=CC=2)=O)=CC=1.C1C=CC(/C=C/C(/C=C/C2C=CC=CC=2)=O)=CC=1.[Pd].[Pd].C1C=CC(P(C2C=CC=CC=2)[C-]2C=CC=C2)=CC=1.C1C=CC(P(C2C=CC=CC=2)[C-]2C=CC=C2)=CC=1.[Fe+2].[Zn]. The product is [F:8][C:7]1[CH:6]=[CH:5][C:4]([N:9]2[C:13]3[C:14](=[O:31])[N:15]([C:18]4[CH:19]=[CH:20][C:21]([N:24]5[CH2:29][CH2:28][CH2:27][CH2:26][C:25]5=[O:30])=[CH:22][CH:23]=4)[CH2:16][CH2:17][C:12]=3[C:11]([C:32]([F:35])([F:34])[F:33])=[N:10]2)=[CH:3][C:2]=1[C:37]#[N:39]. The yield is 0.500. (4) The reactants are [Cl:1][C:2]1[C:3]([O:12][C:13]2[CH:18]=[C:17]([O:19][CH2:20][O:21][CH3:22])[CH:16]=[CH:15][C:14]=2[CH2:23][CH2:24][OH:25])=[N:4][CH:5]=[C:6]([C:8]([F:11])([F:10])[F:9])[CH:7]=1.Cl[S:27]([N:30]=[C:31]=[O:32])(=[O:29])=[O:28].[NH2:33][CH2:34][CH2:35][O:36][CH:37]([CH3:39])[CH3:38].Cl. The catalyst is C(#N)C.N1C=CC=CC=1. The product is [CH:37]([O:36][CH2:35][CH2:34][NH:33][S:27]([NH:30][C:31](=[O:32])[O:25][CH2:24][CH2:23][C:14]1[CH:15]=[CH:16][C:17]([O:19][CH2:20][O:21][CH3:22])=[CH:18][C:13]=1[O:12][C:3]1[C:2]([Cl:1])=[CH:7][C:6]([C:8]([F:9])([F:11])[F:10])=[CH:5][N:4]=1)(=[O:29])=[O:28])([CH3:39])[CH3:38]. The yield is 0.140. (5) The reactants are S(Cl)(Cl)=O.[CH:5]1([C:14]([OH:16])=[O:15])[C:13]2[C:8](=[CH:9][CH:10]=[CH:11][CH:12]=2)[CH2:7][CH2:6]1.[CH3:17]O. The catalyst is ClCCl. The product is [CH:5]1([C:14]([O:16][CH3:17])=[O:15])[C:13]2[C:8](=[CH:9][CH:10]=[CH:11][CH:12]=2)[CH2:7][CH2:6]1. The yield is 1.00. (6) The reactants are [CH3:1][S:2]([CH3:5])(=[O:4])=[O:3].[Li]CCCC.CN(P(N(C)C)(N(C)C)=O)C.[Br:22][C:23]1[CH:28]=[CH:27][C:26]([NH:29][C:30]2[C:31]([CH:40]=[O:41])=[CH:32][C:33]3[NH:37][CH:36]=[N:35][C:34]=3[C:38]=2[F:39])=[C:25]([Cl:42])[CH:24]=1. The catalyst is C1COCC1. The product is [Br:22][C:23]1[CH:28]=[CH:27][C:26]([NH:29][C:30]2[C:31]([CH:40]([OH:41])[CH2:1][S:2]([CH3:5])(=[O:4])=[O:3])=[CH:32][C:33]3[NH:37][CH:36]=[N:35][C:34]=3[C:38]=2[F:39])=[C:25]([Cl:42])[CH:24]=1. The yield is 0.960. (7) The reactants are F[CH2:2][CH2:3][CH2:4][O:5][C:6]1[CH:14]=[C:13]2[C:9]([CH2:10][C:11]3([CH2:20][CH2:19][C:18](=[O:21])[CH2:17][CH2:16]3)[C:12]2=[O:15])=[CH:8][CH:7]=1.[CH2:22](OC1C=C2C(CCC2=O)=CC=1)C(C)C.C(OC)(=O)C=C. No catalyst specified. The product is [CH2:4]([O:5][C:6]1[CH:14]=[C:13]2[C:9]([CH2:10][C:11]3([CH2:20][CH2:19][C:18](=[O:21])[CH2:17][CH2:16]3)[C:12]2=[O:15])=[CH:8][CH:7]=1)[CH:3]([CH3:22])[CH3:2]. The yield is 0.720.